Dataset: Full USPTO retrosynthesis dataset with 1.9M reactions from patents (1976-2016). Task: Predict the reactants needed to synthesize the given product. (1) Given the product [N:18]1([C:22]2[C:31]3[C:26](=[N:27][C:28]([O:9][CH2:8][CH2:7][C:1]4[CH:6]=[CH:5][CH:4]=[CH:3][CH:2]=4)=[C:29]([Cl:32])[N:30]=3)[N:25]=[C:24]([Cl:34])[N:23]=2)[CH2:21][CH2:20][CH2:19]1, predict the reactants needed to synthesize it. The reactants are: [C:1]1([CH2:7][CH2:8][OH:9])[CH:6]=[CH:5][CH:4]=[CH:3][CH:2]=1.C([N-]C(C)C)(C)C.[Li+].[N:18]1([C:22]2[C:31]3[C:26](=[N:27][C:28](Cl)=[C:29]([Cl:32])[N:30]=3)[N:25]=[C:24]([Cl:34])[N:23]=2)[CH2:21][CH2:20][CH2:19]1.O. (2) Given the product [CH3:11][C:1]1[CH:2]=[CH:3][C:4]([CH2:7][C:8]2[O:10][N:25]=[C:19]([C:20]([O:22][CH2:23][CH3:24])=[O:21])[N:18]=2)=[CH:5][CH:6]=1, predict the reactants needed to synthesize it. The reactants are: [C:1]1([CH3:11])[CH:6]=[CH:5][C:4]([CH2:7][C:8]([OH:10])=O)=[CH:3][CH:2]=1.C(Cl)(=O)C(Cl)=O.[NH2:18][C:19](=[N:25]O)[C:20]([O:22][CH2:23][CH3:24])=[O:21].C(N(CC)C(C)C)(C)C. (3) Given the product [CH3:1][C:2]1([CH3:52])[C:14]2[CH:13]=[C:12]([C:15]3[CH:16]=[C:17]([C:30]4[N:35]=[C:34]([C:36]5[CH:41]=[CH:40][CH:39]=[CH:38][CH:37]=5)[N:33]=[C:32]([C:42]5[CH:43]=[CH:44][CH:45]=[CH:46][CH:47]=5)[N:31]=4)[CH:18]=[C:19]([C:54]4[CH:59]=[N:58][C:57]([CH3:60])=[CH:56][CH:55]=4)[CH:20]=3)[C:11]3[CH:48]=[CH:49][CH:50]=[CH:51][C:10]=3[C:9]=2[C:8]2[CH:7]=[CH:6][CH:5]=[CH:4][C:3]1=2, predict the reactants needed to synthesize it. The reactants are: [CH3:1][C:2]1([CH3:52])[C:14]2[CH:13]=[C:12]([C:15]3[CH:16]=[C:17]([C:30]4[N:35]=[C:34]([C:36]5[CH:41]=[CH:40][CH:39]=[CH:38][CH:37]=5)[N:33]=[C:32]([C:42]5[CH:47]=[CH:46][CH:45]=[CH:44][CH:43]=5)[N:31]=4)[CH:18]=[C:19](B4OC(C)(C)C(C)(C)O4)[CH:20]=3)[C:11]3[CH:48]=[CH:49][CH:50]=[CH:51][C:10]=3[C:9]=2[C:8]2[CH:7]=[CH:6][CH:5]=[CH:4][C:3]1=2.Br[C:54]1[CH:55]=[CH:56][C:57]([CH3:60])=[N:58][CH:59]=1.C(=O)([O-])[O-].[K+].[K+].O. (4) The reactants are: C([O:3][C:4](=[O:30])[CH2:5][O:6][C:7]1[CH:12]=[CH:11][C:10]([S:13]([N:16]2[C:24]3[C:19](=[CH:20][C:21](Br)=[CH:22][CH:23]=3)[C:18]([CH:26]([CH3:28])[CH3:27])=[CH:17]2)(=[O:15])=[O:14])=[CH:9][C:8]=1[CH3:29])C.[F:31][C:32]([F:43])([F:42])[C:33]1[CH:38]=[CH:37][C:36](B(O)O)=[CH:35][CH:34]=1.C(=O)([O-])[O-].[Na+].[Na+]. Given the product [CH:26]([C:18]1[C:19]2[C:24](=[CH:23][CH:22]=[C:21]([C:36]3[CH:37]=[CH:38][C:33]([C:32]([F:43])([F:42])[F:31])=[CH:34][CH:35]=3)[CH:20]=2)[N:16]([S:13]([C:10]2[CH:11]=[CH:12][C:7]([O:6][CH2:5][C:4]([OH:3])=[O:30])=[C:8]([CH3:29])[CH:9]=2)(=[O:14])=[O:15])[CH:17]=1)([CH3:27])[CH3:28], predict the reactants needed to synthesize it. (5) The reactants are: [OH:1][C:2]1[CH:39]=[N:38][C:5]2[N:6]([C:19]([NH:21][CH:22]([C:27]3[CH:32]=[CH:31][C:30]([O:33][C:34]([F:37])([F:36])[F:35])=[CH:29][CH:28]=3)[C:23]([OH:26])([CH3:25])[CH3:24])=[O:20])[CH2:7][C:8](=[O:18])[N:9]([CH2:10][O:11][CH2:12][CH2:13][Si:14]([CH3:17])([CH3:16])[CH3:15])[C:4]=2[CH:3]=1.[C:40](=O)([O-])[O-].[K+].[K+].IC.O. Given the product [OH:26][C:23]([CH3:25])([CH3:24])[CH:22]([NH:21][C:19]([N:6]1[CH2:7][C:8](=[O:18])[N:9]([CH2:10][O:11][CH2:12][CH2:13][Si:14]([CH3:17])([CH3:15])[CH3:16])[C:4]2[CH:3]=[C:2]([O:1][CH3:40])[CH:39]=[N:38][C:5]1=2)=[O:20])[C:27]1[CH:28]=[CH:29][C:30]([O:33][C:34]([F:36])([F:35])[F:37])=[CH:31][CH:32]=1, predict the reactants needed to synthesize it. (6) Given the product [OH:1][CH:2]([CH3:6])[C:3]([NH:7][C:8]1[CH:13]=[CH:12][C:11]([CH3:14])=[CH:10][N:9]=1)=[O:4], predict the reactants needed to synthesize it. The reactants are: [OH:1][CH:2]([CH3:6])[C:3](O)=[O:4].[NH2:7][C:8]1[CH:13]=[CH:12][C:11]([CH3:14])=[CH:10][N:9]=1. (7) Given the product [F:1][C:2]1[CH:3]=[C:4]([CH3:18])[CH:5]=[C:6]2[C:10]=1[N:9]([CH2:21][C:22]([C:25]1[CH:26]=[N:27][CH:28]=[CH:29][CH:30]=1)([OH:23])[CH3:24])[C:8]1[CH2:11][CH:12]3[N:16]([CH2:17][C:7]2=1)[CH2:15][CH2:14][CH2:13]3, predict the reactants needed to synthesize it. The reactants are: [F:1][C:2]1[CH:3]=[C:4]([CH3:18])[CH:5]=[C:6]2[C:10]=1[NH:9][C:8]1[CH2:11][CH:12]3[N:16]([CH2:17][C:7]2=1)[CH2:15][CH2:14][CH2:13]3.[H-].[Na+].[CH3:21][C:22]1([C:25]2[CH:26]=[N:27][CH:28]=[CH:29][CH:30]=2)[CH2:24][O:23]1.